The task is: Predict which catalyst facilitates the given reaction.. This data is from Catalyst prediction with 721,799 reactions and 888 catalyst types from USPTO. (1) Product: [Br:25][C:23]1[CH:22]=[CH:21][C:20]([O:26][CH3:27])=[C:19]([C:13]2[O:14][C:15]3[C:10]([C:11](=[O:28])[CH:12]=2)=[C:9]([OH:8])[CH:18]=[CH:17][CH:16]=3)[CH:24]=1. The catalyst class is: 86. Reactant: C([O:8][C:9]1[CH:18]=[CH:17][CH:16]=[C:15]2[C:10]=1[C:11](=[O:28])[CH:12]=[C:13]([C:19]1[CH:24]=[C:23]([Br:25])[CH:22]=[CH:21][C:20]=1[O:26][CH3:27])[O:14]2)C1C=CC=CC=1. (2) Product: [Br:14][C:15]1[C:16]([CH3:24])=[CH:17][C:18]([CH2:22][CH:4]([C:5]([O:7][CH2:8][CH3:9])=[O:6])[C:3]([O:11][CH2:12][CH3:13])=[O:10])=[C:19]([CH3:21])[CH:20]=1. The catalyst class is: 57. Reactant: [H-].[Na+].[C:3]([O:11][CH2:12][CH3:13])(=[O:10])[CH2:4][C:5]([O:7][CH2:8][CH3:9])=[O:6].[Br:14][C:15]1[CH:20]=[C:19]([CH3:21])[C:18]([CH2:22]Cl)=[CH:17][C:16]=1[CH3:24]. (3) Reactant: [CH3:1][C:2]1[CH:3]=[C:4]2[C:8](=[CH:9][CH:10]=1)[NH:7][C:6](=[O:11])[CH2:5]2.[CH3:12][C:13]1[C:21]2[C:16](=[CH:17][CH:18]=[CH:19][CH:20]=2)[NH:15][C:14]=1[CH:22]=O.N1CCCCC1. Product: [CH3:1][C:2]1[CH:3]=[C:4]2[C:8](=[CH:9][CH:10]=1)[NH:7][C:6](=[O:11])[C:5]2=[CH:22][C:14]1[NH:15][C:16]2[C:21]([C:13]=1[CH3:12])=[CH:20][CH:19]=[CH:18][CH:17]=2. The catalyst class is: 8. (4) The catalyst class is: 18. Reactant: [NH2:1][C:2]1[CH:9]=[CH:8][C:5]([C:6]#[N:7])=[C:4]([CH3:10])[N:3]=1.[I:11]N1C(=O)CCC1=O. Product: [NH2:1][C:2]1[C:9]([I:11])=[CH:8][C:5]([C:6]#[N:7])=[C:4]([CH3:10])[N:3]=1. (5) Reactant: C([O:8][C:9](=[O:33])[C@@H:10]([O:25][C@H:26]([C:28]([O:30][CH2:31][CH3:32])=[O:29])[CH3:27])[CH2:11][C:12]1[CH:17]=[CH:16][C:15]([C:18]2[CH:23]=[CH:22][CH:21]=[C:20]([Cl:24])[CH:19]=2)=[CH:14][CH:13]=1)C1C=CC=CC=1. Product: [Cl:24][C:20]1[CH:19]=[C:18]([C:15]2[CH:14]=[CH:13][C:12]([CH2:11][C@H:10]([O:25][C@H:26]([C:28]([O:30][CH2:31][CH3:32])=[O:29])[CH3:27])[C:9]([OH:33])=[O:8])=[CH:17][CH:16]=2)[CH:23]=[CH:22][CH:21]=1. The catalyst class is: 99.